Dataset: Peptide-MHC class I binding affinity with 185,985 pairs from IEDB/IMGT. Task: Regression. Given a peptide amino acid sequence and an MHC pseudo amino acid sequence, predict their binding affinity value. This is MHC class I binding data. (1) The peptide sequence is IEEQVNKTM. The MHC is HLA-B08:01 with pseudo-sequence HLA-B08:01. The binding affinity (normalized) is 0.213. (2) The peptide sequence is CRAPRRQGCW. The binding affinity (normalized) is 0.528. The MHC is HLA-B27:05 with pseudo-sequence HLA-B27:05. (3) The peptide sequence is VLLGRLNKC. The MHC is HLA-B15:01 with pseudo-sequence HLA-B15:01. The binding affinity (normalized) is 0.0847. (4) The peptide sequence is GLAWIPYFG. The MHC is HLA-A02:01 with pseudo-sequence HLA-A02:01. The binding affinity (normalized) is 0.547.